Dataset: Catalyst prediction with 721,799 reactions and 888 catalyst types from USPTO. Task: Predict which catalyst facilitates the given reaction. (1) Reactant: [OH:1][CH:2]1[CH2:5][N:4]([C:6](=[O:8])[CH3:7])[CH2:3]1.N12CCCN=C1CCCCC2.[C:20](Cl)([C:33]1[CH:38]=[CH:37][CH:36]=[CH:35][CH:34]=1)([C:27]1[CH:32]=[CH:31][CH:30]=[CH:29][CH:28]=1)[C:21]1[CH:26]=[CH:25][CH:24]=[CH:23][CH:22]=1. Product: [C:20]([O:1][CH:2]1[CH2:5][N:4]([C:6](=[O:8])[CH3:7])[CH2:3]1)([C:21]1[CH:26]=[CH:25][CH:24]=[CH:23][CH:22]=1)([C:33]1[CH:34]=[CH:35][CH:36]=[CH:37][CH:38]=1)[C:27]1[CH:28]=[CH:29][CH:30]=[CH:31][CH:32]=1. The catalyst class is: 2. (2) Reactant: [Cl:1][C:2]1[S:6][C:5]([CH:7]=O)=[CH:4][C:3]=1[CH3:9].[CH2:10]([O:12][C:13](=[O:18])[CH2:14][N:15]=[N+]=[N-])[CH3:11].[O-]CC.[NH4+].[Cl-]. Product: [CH2:10]([O:12][C:13]([C:14]1[NH:15][C:4]2[C:3]([CH3:9])=[C:2]([Cl:1])[S:6][C:5]=2[CH:7]=1)=[O:18])[CH3:11]. The catalyst class is: 8.